The task is: Predict the product of the given reaction.. This data is from Forward reaction prediction with 1.9M reactions from USPTO patents (1976-2016). (1) Given the reactants [Cl:1][C:2]1[CH:9]=[C:8]([OH:10])[CH:7]=[C:6]([Cl:11])[C:3]=1[CH:4]=[O:5].C(=O)([O-])[O-].[K+].[K+].[CH2:18](Br)[C:19]1[CH:24]=[CH:23][CH:22]=[CH:21][CH:20]=1, predict the reaction product. The product is: [Cl:1][C:2]1[CH:9]=[C:8]([O:10][CH2:18][C:19]2[CH:24]=[CH:23][CH:22]=[CH:21][CH:20]=2)[CH:7]=[C:6]([Cl:11])[C:3]=1[CH:4]=[O:5]. (2) Given the reactants Br[C:2]1[CH:3]=[CH:4][C:5]2[CH:9]=[CH:8][S:7][C:6]=2[CH:10]=1.[CH3:11][C:12]1([CH3:28])[C:16]([CH3:18])([CH3:17])[O:15][B:14]([B:14]2[O:15][C:16]([CH3:18])([CH3:17])[C:12]([CH3:28])([CH3:11])[O:13]2)[O:13]1.C([O-])(=O)C.[K+], predict the reaction product. The product is: [S:7]1[CH:8]=[CH:9][C:5]2[CH:4]=[CH:3][C:2]([B:14]3[O:15][C:16]([CH3:18])([CH3:17])[C:12]([CH3:28])([CH3:11])[O:13]3)=[CH:10][C:6]1=2. (3) Given the reactants [CH2:1]([O:3][C:4](=[O:38])[C:5]([CH3:37])([O:7][C:8]1[CH:13]=[CH:12][C:11]([O:14][CH2:15][CH2:16][C:17]2[N:18]=[C:19]([C:23]3[CH:28]=[CH:27][C:26]([C:29]#[C:30]C4C=CC=CC=4)=[CH:25][CH:24]=3)[O:20][C:21]=2[CH3:22])=[CH:10][CH:9]=1)[CH3:6])[CH3:2], predict the reaction product. The product is: [CH2:1]([O:3][C:4](=[O:38])[C:5]([O:7][C:8]1[CH:9]=[CH:10][C:11]([O:14][CH2:15][CH2:16][C:17]2[N:18]=[C:19]([C:23]3[CH:28]=[CH:27][C:26]([C:29]#[CH:30])=[CH:25][CH:24]=3)[O:20][C:21]=2[CH3:22])=[CH:12][CH:13]=1)([CH3:6])[CH3:37])[CH3:2].